Dataset: Full USPTO retrosynthesis dataset with 1.9M reactions from patents (1976-2016). Task: Predict the reactants needed to synthesize the given product. Given the product [Cl:33][C:13]1[C:12]([O:11][C:6]2[N:5]=[C:4]3[S:3][C:2]([NH:1][C:34](=[O:37])[CH2:35][CH3:36])=[N:10][C:9]3=[CH:8][CH:7]=2)=[CH:17][C:16]([NH:18][C:19](=[O:31])[C:20]2[CH:25]=[CH:24][CH:23]=[C:22]([C:26]([C:29]#[N:30])([CH3:28])[CH3:27])[CH:21]=2)=[C:15]([F:32])[CH:14]=1, predict the reactants needed to synthesize it. The reactants are: [NH2:1][C:2]1[S:3][C:4]2[C:9]([N:10]=1)=[CH:8][CH:7]=[C:6]([O:11][C:12]1[C:13]([Cl:33])=[CH:14][C:15]([F:32])=[C:16]([NH:18][C:19](=[O:31])[C:20]3[CH:25]=[CH:24][CH:23]=[C:22]([C:26]([C:29]#[N:30])([CH3:28])[CH3:27])[CH:21]=3)[CH:17]=1)[N:5]=2.[C:34](Cl)(=[O:37])[CH2:35][CH3:36].